From a dataset of Full USPTO retrosynthesis dataset with 1.9M reactions from patents (1976-2016). Predict the reactants needed to synthesize the given product. (1) Given the product [CH2:1]([O:8][C:9]1[CH:10]=[CH:11][C:12]([CH:22]=[CH2:23])=[C:13]2[C:18]=1[NH:17][C:16](=[O:19])[C:15]([CH3:20])=[CH:14]2)[C:2]1[CH:7]=[CH:6][CH:5]=[CH:4][CH:3]=1, predict the reactants needed to synthesize it. The reactants are: [CH2:1]([O:8][C:9]1[CH:10]=[CH:11][C:12](Br)=[C:13]2[C:18]=1[NH:17][C:16](=[O:19])[C:15]([CH3:20])=[CH:14]2)[C:2]1[CH:7]=[CH:6][CH:5]=[CH:4][CH:3]=1.[CH2:22](C([Sn])=C(CCCC)CCCC)[CH2:23]CC. (2) Given the product [N:1]1([CH2:16][NH:15][CH:10]2[CH2:12][CH2:13][CH2:14]2)[C:5]2[CH:6]=[CH:7][CH:8]=[CH:9][C:4]=2[N:3]=[N:2]1, predict the reactants needed to synthesize it. The reactants are: [NH:1]1[C:5]2[CH:6]=[CH:7][CH:8]=[CH:9][C:4]=2[N:3]=[N:2]1.[CH:10]1([NH2:15])[CH2:14][CH2:13][CH2:12]C1.[CH2:16]=O. (3) Given the product [O:1]1[C:5]2[CH:6]=[CH:7][CH:8]=[CH:9][C:4]=2[CH:3]=[C:2]1[C:10]1[N:19]=[C:18]([NH:28][CH2:27][CH2:26][CH2:25][N:24]([CH2:29][CH2:30][OH:31])[CH2:23][CH2:22][OH:21])[C:17]2[C:12](=[CH:13][CH:14]=[CH:15][CH:16]=2)[N:11]=1, predict the reactants needed to synthesize it. The reactants are: [O:1]1[C:5]2[CH:6]=[CH:7][CH:8]=[CH:9][C:4]=2[CH:3]=[C:2]1[C:10]1[N:19]=[C:18](Cl)[C:17]2[C:12](=[CH:13][CH:14]=[CH:15][CH:16]=2)[N:11]=1.[OH:21][CH2:22][CH2:23][N:24]([CH2:29][CH2:30][OH:31])[CH2:25][CH2:26][CH2:27][NH2:28]. (4) Given the product [OH:2][C:3]1[CH:4]=[C:5]2[C:9](=[CH:10][CH:11]=1)[C:8](=[O:12])[N:7]([CH2:13][CH2:14][OH:15])[CH2:6]2, predict the reactants needed to synthesize it. The reactants are: C[O:2][C:3]1[CH:4]=[C:5]2[C:9](=[CH:10][CH:11]=1)[C:8](=[O:12])[N:7]([CH2:13][CH2:14][O:15]C)[CH2:6]2.B(Br)(Br)Br.CO. (5) Given the product [OH:27][C@@H:24]1[CH2:25][CH2:26][N:22]([C:3]2[C:2]([C:36]3[NH:37][CH:38]=[CH:39][CH:40]=3)=[CH:21][C:6]([C:7]([NH:9][C:10]3[CH:15]=[CH:14][C:13]([S:16][C:17]([F:20])([F:19])[F:18])=[CH:12][CH:11]=3)=[O:8])=[CH:5][N:4]=2)[CH2:23]1, predict the reactants needed to synthesize it. The reactants are: Br[C:2]1[C:3]([N:22]2[CH2:26][CH2:25][C@@H:24]([OH:27])[CH2:23]2)=[N:4][CH:5]=[C:6]([CH:21]=1)[C:7]([NH:9][C:10]1[CH:15]=[CH:14][C:13]([S:16][C:17]([F:20])([F:19])[F:18])=[CH:12][CH:11]=1)=[O:8].CC1(C)C(C)(C)OB([C:36]2[N:37](C(OC(C)(C)C)=O)[CH:38]=[CH:39][CH:40]=2)O1.C([O-])([O-])=O.[Na+].[Na+].COCCOC. (6) Given the product [C:1]([O:5][C:6]([N:8]1[CH2:13][CH2:12][CH:11]([C:14](=[O:35])[CH:15]([CH3:20])[C:16](=[O:19])[CH2:29][O:28][CH2:21][C:22]2[CH:27]=[CH:26][CH:25]=[CH:24][CH:23]=2)[CH2:10][CH2:9]1)=[O:7])([CH3:4])([CH3:3])[CH3:2], predict the reactants needed to synthesize it. The reactants are: [C:1]([O:5][C:6]([N:8]1[CH2:13][CH2:12][CH:11]([C:14]2NN[C:16](=[O:19])[C:15]=2[CH3:20])[CH2:10][CH2:9]1)=[O:7])([CH3:4])([CH3:3])[CH3:2].[CH2:21]([O:28][CH2:29]C(OC)=O)[C:22]1[CH:27]=[CH:26][CH:25]=[CH:24][CH:23]=1.C[O:35]C(=O)OC. (7) The reactants are: [Br:1][C:2]1[CH:3]=[C:4]([C:9](=O)[CH2:10][C:11]([CH2:25][N+:26]([O-])=O)([C:16]2[CH:21]=[C:20]([Cl:22])[C:19]([Cl:23])=[C:18]([Cl:24])[CH:17]=2)[C:12]([F:15])([F:14])[F:13])[CH:5]=[CH:6][C:7]=1[F:8]. Given the product [Br:1][C:2]1[CH:3]=[C:4]([C:9]2[CH2:10][C:11]([C:16]3[CH:21]=[C:20]([Cl:22])[C:19]([Cl:23])=[C:18]([Cl:24])[CH:17]=3)([C:12]([F:15])([F:14])[F:13])[CH2:25][N:26]=2)[CH:5]=[CH:6][C:7]=1[F:8], predict the reactants needed to synthesize it. (8) Given the product [C:1]([O:5][C:6](=[O:19])[NH:7][CH2:8][C:9]1[CH:14]=[C:13]([CH2:15][N:24]2[CH2:25][CH2:26][N:21]([CH3:20])[CH2:22][CH2:23]2)[CH:12]=[C:11]([Cl:17])[C:10]=1[F:18])([CH3:4])([CH3:3])[CH3:2], predict the reactants needed to synthesize it. The reactants are: [C:1]([O:5][C:6](=[O:19])[NH:7][CH2:8][C:9]1[CH:14]=[C:13]([CH:15]=O)[CH:12]=[C:11]([Cl:17])[C:10]=1[F:18])([CH3:4])([CH3:3])[CH3:2].[CH3:20][N:21]1[CH2:26][CH2:25][NH:24][CH2:23][CH2:22]1.C(O)(=O)C.C(O[BH-](OC(=O)C)OC(=O)C)(=O)C.[Na+].